From a dataset of Forward reaction prediction with 1.9M reactions from USPTO patents (1976-2016). Predict the product of the given reaction. (1) The product is: [NH2:15][C:12]1[N:13]=[CH:14][C:9]([O:32][C:20]2[CH:29]=[C:28]([F:30])[CH:27]=[CH:26][C:21]=2[C:22]([O:24][CH3:25])=[O:23])=[CH:10][CH:11]=1. Given the reactants CC1(C)C(C)(C)OB([C:9]2[CH:10]=[CH:11][C:12]([NH2:15])=[N:13][CH:14]=2)O1.[F-].[Cs+].Br[C:20]1[CH:29]=[C:28]([F:30])[CH:27]=[CH:26][C:21]=1[C:22]([O:24][CH3:25])=[O:23].C(COC)[O:32]C.CO, predict the reaction product. (2) The product is: [N+:1]([C:4]1[CH:5]=[N:6][N:7]([CH2:9][C:10]([NH:13][C:14]2[CH:19]=[CH:18][CH:17]=[CH:16][CH:15]=2)=[O:12])[CH:8]=1)([O-:3])=[O:2]. Given the reactants [N+:1]([C:4]1[CH:5]=[N:6][N:7]([CH2:9][C:10]([OH:12])=O)[CH:8]=1)([O-:3])=[O:2].[NH2:13][C:14]1[CH:19]=[CH:18][CH:17]=[CH:16][CH:15]=1.C(Cl)CCl.C1C=CC2N(O)N=NC=2C=1.CN1CCOCC1, predict the reaction product.